Dataset: Reaction yield outcomes from USPTO patents with 853,638 reactions. Task: Predict the reaction yield, written as a fraction of the theoretical maximum amount of product (1.0 means a 100% yield; for example, 0.34 means a 34% yield). The reactants are [C:1](Cl)(=[O:5])C(Cl)=O.[C:7]1([CH:13]2[CH2:18][CH2:17][O:16][CH2:15][CH2:14]2)[CH:12]=[CH:11][CH:10]=[CH:9][CH:8]=1.[Al+3].[Cl-].[Cl-].[Cl-].[CH3:23][OH:24]. The catalyst is C(Cl)Cl.C([O-])(O)=O.[Na+]. The product is [O:16]1[CH2:15][CH2:14][CH:13]([C:7]2[CH:12]=[CH:11][C:10]([C:23]([O:5][CH3:1])=[O:24])=[CH:9][CH:8]=2)[CH2:18][CH2:17]1. The yield is 0.750.